From a dataset of Forward reaction prediction with 1.9M reactions from USPTO patents (1976-2016). Predict the product of the given reaction. (1) Given the reactants N(OC(C)(C)C)=O.N[C:9]1[C:10]([C:22]#[N:23])=[C:11]2[CH:20]=[CH:19][CH:18]=[C:17]3[C:12]2=[C:13]([CH:21]=1)[CH2:14][O:15][CH2:16]3.C(Cl)[Cl:25], predict the reaction product. The product is: [Cl:25][C:9]1[C:10]([C:22]#[N:23])=[C:11]2[CH:20]=[CH:19][CH:18]=[C:17]3[C:12]2=[C:13]([CH:21]=1)[CH2:14][O:15][CH2:16]3. (2) Given the reactants [S:1]1[CH2:6][CH2:5][CH2:4][S:3][CH:2]1[C:7]1[CH:32]=[CH:31][C:10]([O:11][CH2:12][CH2:13][CH2:14][CH2:15][CH2:16][CH2:17][O:18][C:19]2[CH:24]=[CH:23][C:22]([CH:25]3[S:30][CH2:29][CH2:28][CH2:27][S:26]3)=[CH:21][CH:20]=2)=[CH:9][CH:8]=1.C([Li])CCC.[CH3:38][Ge:39](Cl)([CH3:41])[CH3:40].O, predict the reaction product. The product is: [CH3:38][Ge:39]([CH3:41])([CH3:40])[C:2]1([C:7]2[CH:32]=[CH:31][C:10]([O:11][CH2:12][CH2:13][CH2:14][CH2:15][CH2:16][CH2:17][O:18][C:19]3[CH:24]=[CH:23][C:22]([C:25]4([Ge:39]([CH3:41])([CH3:40])[CH3:38])[S:26][CH2:27][CH2:28][CH2:29][S:30]4)=[CH:21][CH:20]=3)=[CH:9][CH:8]=2)[S:3][CH2:4][CH2:5][CH2:6][S:1]1.